Dataset: Catalyst prediction with 721,799 reactions and 888 catalyst types from USPTO. Task: Predict which catalyst facilitates the given reaction. Reactant: B(Br)(Br)Br.C[O:6][C:7]1[CH:35]=[CH:34][C:10]([C:11]([NH:13][NH:14][C:15]([C:17]2[O:18][CH:19]=[C:20]([C:28]3[CH:33]=[CH:32][CH:31]=[CH:30][CH:29]=3)[C:21]=2[C:22]2[CH:27]=[CH:26][CH:25]=[CH:24][CH:23]=2)=[O:16])=[O:12])=[CH:9][C:8]=1[S:36](=[O:40])(=[O:39])[NH:37][CH3:38].[OH-].[Na+].Cl. Product: [OH:6][C:7]1[CH:35]=[CH:34][C:10]([C:11]([NH:13][NH:14][C:15]([C:17]2[O:18][CH:19]=[C:20]([C:28]3[CH:33]=[CH:32][CH:31]=[CH:30][CH:29]=3)[C:21]=2[C:22]2[CH:23]=[CH:24][CH:25]=[CH:26][CH:27]=2)=[O:16])=[O:12])=[CH:9][C:8]=1[S:36](=[O:40])(=[O:39])[NH:37][CH3:38]. The catalyst class is: 452.